Dataset: Catalyst prediction with 721,799 reactions and 888 catalyst types from USPTO. Task: Predict which catalyst facilitates the given reaction. Reactant: [F:1][C:2]1[CH:7]=[C:6]([N+:8]([O-:10])=[O:9])[CH:5]=[C:4]([F:11])[C:3]=1[CH2:12][C:13]([OH:15])=[O:14].S(=O)(=O)(O)O.[C:21](=O)([O-])O.[Na+].C(OCC)(=O)C. Product: [F:1][C:2]1[CH:7]=[C:6]([N+:8]([O-:10])=[O:9])[CH:5]=[C:4]([F:11])[C:3]=1[CH2:12][C:13]([O:15][CH3:21])=[O:14]. The catalyst class is: 24.